This data is from Catalyst prediction with 721,799 reactions and 888 catalyst types from USPTO. The task is: Predict which catalyst facilitates the given reaction. (1) Reactant: [H-].[Na+].[CH:3]1[C:11]2[C:10]3[CH:12]=[CH:13][CH:14]=[CH:15][C:9]=3[O:8][C:7]=2[C:6]([OH:16])=[CH:5][CH:4]=1.[CH3:17]I. Product: [CH3:17][O:16][C:6]1[C:7]2[O:8][C:9]3[CH:15]=[CH:14][CH:13]=[CH:12][C:10]=3[C:11]=2[CH:3]=[CH:4][CH:5]=1. The catalyst class is: 3. (2) Reactant: [NH2:1][C:2]([NH2:4])=[S:3].Br[CH:6]1[C:11](=O)[CH2:10][CH2:9][N:8]([C:13]([O:15][C:16]([CH3:19])([CH3:18])[CH3:17])=[O:14])[CH2:7]1.C(N(CC)CC)C. Product: [NH2:1][C:2]1[S:3][C:6]2[CH2:7][N:8]([C:13]([O:15][C:16]([CH3:19])([CH3:18])[CH3:17])=[O:14])[CH2:9][CH2:10][C:11]=2[N:4]=1. The catalyst class is: 21. (3) Reactant: C[O:2][C:3]1[CH:8]=[CH:7][C:6]([C:9]2([C:12]([O:14][CH3:15])=[O:13])[CH2:11][CH2:10]2)=[CH:5][CH:4]=1.CCS.[Al+3].[Cl-].[Cl-].[Cl-]. Product: [CH3:15][O:14][C:12]([C:9]1([C:6]2[CH:5]=[CH:4][C:3]([OH:2])=[CH:8][CH:7]=2)[CH2:10][CH2:11]1)=[O:13]. The catalyst class is: 2. (4) Reactant: [N:1]1[CH:6]=[CH:5][CH:4]=[C:3]([C:7]2[C:15]3[C:10](=[CH:11][CH:12]=[C:13]([C:16]#[N:17])[CH:14]=3)[NH:9][N:8]=2)[CH:2]=1.[N:18]([Sn](CCCC)(CCCC)CCCC)=[N+:19]=[N-:20]. Product: [N:1]1[CH:6]=[CH:5][CH:4]=[C:3]([C:7]2[C:15]3[C:10](=[CH:11][CH:12]=[C:13]([C:16]4[N:18]=[N:19][NH:20][N:17]=4)[CH:14]=3)[NH:9][N:8]=2)[CH:2]=1. The catalyst class is: 11. (5) Reactant: [CH:1]1([NH:4][C:5]([C:7]2[S:19][C:10]3=[N:11][C:12]([O:17]C)=[C:13]([Cl:16])[C:14]([CH3:15])=[C:9]3[C:8]=2[NH2:20])=[O:6])[CH2:3][CH2:2]1.C[S-].[Na+]. Product: [CH:1]1([NH:4][C:5]([C:7]2[S:19][C:10]3=[N:11][C:12]([OH:17])=[C:13]([Cl:16])[C:14]([CH3:15])=[C:9]3[C:8]=2[NH2:20])=[O:6])[CH2:3][CH2:2]1. The catalyst class is: 3. (6) Reactant: [NH:1]1[CH:5]=[CH:4][N:3]=[N:2]1.I[C:7]1[CH:12]=[CH:11][CH:10]=[CH:9][CH:8]=1.P([O-])([O-])([O-])=O.[K+].[K+].[K+]. Product: [C:7]1([N:1]2[CH:5]=[CH:4][N:3]=[N:2]2)[CH:12]=[CH:11][CH:10]=[CH:9][CH:8]=1. The catalyst class is: 870. (7) Reactant: [OH:1][C:2]1[CH:9]=[CH:8][C:5]([CH:6]=[O:7])=[CH:4][CH:3]=1.C(=O)([O-])[O-].[K+].[K+].Br[CH2:17][CH:18]([C:20]1[CH:25]=[CH:24][C:23]([CH2:26][CH3:27])=[CH:22][N:21]=1)[OH:19].O. Product: [CH2:26]([C:23]1[CH:24]=[CH:25][C:20]([CH:18]([OH:19])[CH2:17][O:1][C:2]2[CH:9]=[CH:8][C:5]([CH:6]=[O:7])=[CH:4][CH:3]=2)=[N:21][CH:22]=1)[CH3:27]. The catalyst class is: 107.